This data is from Catalyst prediction with 721,799 reactions and 888 catalyst types from USPTO. The task is: Predict which catalyst facilitates the given reaction. (1) Reactant: [Br-].[CH3:2][O:3][CH2:4][P+](C1C=CC=CC=1)(C1C=CC=CC=1)C1C=CC=CC=1.[Li+].C[Si]([N-][Si](C)(C)C)(C)C.[Cl:34][C:35]1[CH:42]=[C:41]([O:43][C:44]2[CH:49]=[CH:48][C:47]([Cl:50])=[CH:46][CH:45]=2)[CH:40]=[CH:39][C:36]=1[CH:37]=O. Product: [Cl:34][C:35]1[CH:42]=[C:41]([O:43][C:44]2[CH:49]=[CH:48][C:47]([Cl:50])=[CH:46][CH:45]=2)[CH:40]=[CH:39][C:36]=1/[CH:37]=[CH:2]/[O:3][CH3:4]. The catalyst class is: 1. (2) Reactant: Br[C:2]1[CH:3]=[CH:4][C:5]2[N:6]([C:8]([C:11]3[CH:12]=[N:13][C:14]([O:19][CH3:20])=[C:15]([O:17][CH3:18])[CH:16]=3)=[CH:9][N:10]=2)[CH:7]=1.[O:21]1[CH2:25][CH2:24][NH:23][C:22]1=[O:26].CN[C@@H]1CCCC[C@H]1NC.C(=O)([O-])[O-].[K+].[K+]. Product: [CH3:18][O:17][C:15]1[CH:16]=[C:11]([C:8]2[N:6]3[CH:7]=[C:2]([N:23]4[CH2:24][CH2:25][O:21][C:22]4=[O:26])[CH:3]=[CH:4][C:5]3=[N:10][CH:9]=2)[CH:12]=[N:13][C:14]=1[O:19][CH3:20]. The catalyst class is: 321. (3) Reactant: [NH:1]([C:5]([CH2:7][CH2:8][CH2:9][N:10]1[CH2:15][CH2:14][N:13]2[N:16]=[C:17]([C:19]([NH:21][CH2:22][C@H:23]([NH:31][C:32]([O:34][CH2:35][C:36]3[CH:41]=[CH:40][CH:39]=[CH:38][CH:37]=3)=[O:33])[C:24]([O:26]C(C)(C)C)=[O:25])=[O:20])[CH:18]=[C:12]2[C:11]1=[O:42])=[O:6])[C:2]([NH2:4])=[NH:3].FC(F)(F)C(O)=O.CO.C(Cl)Cl.C(O)(=O)C.O. Product: [NH:1]([C:5]([CH2:7][CH2:8][CH2:9][N:10]1[CH2:15][CH2:14][N:13]2[N:16]=[C:17]([C:19]([NH:21][CH2:22][C@H:23]([NH:31][C:32]([O:34][CH2:35][C:36]3[CH:37]=[CH:38][CH:39]=[CH:40][CH:41]=3)=[O:33])[C:24]([OH:26])=[O:25])=[O:20])[CH:18]=[C:12]2[C:11]1=[O:42])=[O:6])[C:2]([NH2:4])=[NH:3]. The catalyst class is: 390. (4) Reactant: [Cl:1][C:2]1[N:3]=[C:4]([N:13]2[CH2:18][CH2:17][O:16][CH2:15][CH2:14]2)[C:5]2[S:10][C:9]([CH:11]=O)=[N:8][C:6]=2[N:7]=1.[NH:19]1[CH2:24][CH2:23][CH:22]([C:25]([OH:28])([CH3:27])[CH3:26])[CH2:21][CH2:20]1.C(O[BH-](OC(=O)C)OC(=O)C)(=O)C.[Na+]. Product: [Cl:1][C:2]1[N:3]=[C:4]([N:13]2[CH2:18][CH2:17][O:16][CH2:15][CH2:14]2)[C:5]2[S:10][C:9]([CH2:11][N:19]3[CH2:24][CH2:23][CH:22]([C:25]([OH:28])([CH3:27])[CH3:26])[CH2:21][CH2:20]3)=[N:8][C:6]=2[N:7]=1. The catalyst class is: 26. (5) Reactant: [Br:1][C:2]1[CH:3]=[C:4]([C:8]2[CH:13]=[CH:12][C:11]([C:14]([NH2:17])([CH3:16])[CH3:15])=[CH:10][CH:9]=2)[CH:5]=[N:6][CH:7]=1.[H-].[Na+].Br[CH2:21][CH2:22][OH:23].[OH-].[Na+]. Product: [Br:1][C:2]1[CH:3]=[C:4]([C:8]2[CH:13]=[CH:12][C:11]([C:14]([NH:17][CH2:21][CH2:22][OH:23])([CH3:15])[CH3:16])=[CH:10][CH:9]=2)[CH:5]=[N:6][CH:7]=1. The catalyst class is: 3. (6) Reactant: [F:1][C:2]([F:41])([F:40])[C:3]1[CH:4]=[C:5]([CH:33]=[C:34]([C:36]([F:39])([F:38])[F:37])[CH:35]=1)[C:6]([N:8]1[CH2:13][CH2:12][CH:11]([N:14]2[CH2:19][CH2:18][N:17]([C:20](=O)[C:21](F)(F)F)[CH2:16][CH2:15]2)[CH:10]([C:26]2[CH:31]=[CH:30][C:29]([Cl:32])=[CH:28][CH:27]=2)[CH2:9]1)=[O:7].[CH:42]1(CBr)C[CH2:43]1. Product: [F:38][C:36]([F:39])([F:37])[C:34]1[CH:33]=[C:5]([C:6]([N:8]2[CH2:13][CH2:12][CH:11]([N:14]3[CH2:15][CH2:16][N:17]([CH2:20][CH:21]4[CH2:43][CH2:42]4)[CH2:18][CH2:19]3)[CH:10]([C:26]3[CH:27]=[CH:28][C:29]([Cl:32])=[CH:30][CH:31]=3)[CH2:9]2)=[O:7])[CH:4]=[C:3]([C:2]([F:41])([F:1])[F:40])[CH:35]=1. The catalyst class is: 22. (7) Reactant: Cl.[Cl:2][C:3]1[CH:4]=[C:5]2[C:13](=[C:14]([NH:16][C:17]([C@@H:19]3[CH2:24][O:23][C:22]([CH3:26])([CH3:25])[CH2:21][N:20]3[CH2:27][C@@H:28]([NH2:30])[CH3:29])=[O:18])[CH:15]=1)[NH:12][C:11]1[CH:10]=[N:9][CH:8]=[CH:7][C:6]2=1.C(Cl)Cl.Cl[C:35]([O:37][CH3:38])=[O:36].O. Product: [CH3:38][O:37][C:35](=[O:36])[NH:30][C@@H:28]([CH3:29])[CH2:27][N:20]1[C@H:19]([C:17](=[O:18])[NH:16][C:14]2[CH:15]=[C:3]([Cl:2])[CH:4]=[C:5]3[C:13]=2[NH:12][C:11]2[CH:10]=[N:9][CH:8]=[CH:7][C:6]3=2)[CH2:24][O:23][C:22]([CH3:25])([CH3:26])[CH2:21]1. The catalyst class is: 17. (8) The catalyst class is: 83. Reactant: [CH:1]1([C:7]2[C:8]3[CH:24]=[CH:23][C:22]([C:25]([O:27]C)=[O:26])=[CH:21][C:9]=3[N:10]3[C:16]=2[C:15]2[CH:17]=[CH:18][CH:19]=[CH:20][C:14]=2[O:13][CH2:12][CH2:11]3)[CH2:6][CH2:5][CH2:4][CH2:3][CH2:2]1.[OH-].[Na+].Cl. Product: [CH:1]1([C:7]2[C:8]3[CH:24]=[CH:23][C:22]([C:25]([OH:27])=[O:26])=[CH:21][C:9]=3[N:10]3[C:16]=2[C:15]2[CH:17]=[CH:18][CH:19]=[CH:20][C:14]=2[O:13][CH2:12][CH2:11]3)[CH2:2][CH2:3][CH2:4][CH2:5][CH2:6]1.